From a dataset of Forward reaction prediction with 1.9M reactions from USPTO patents (1976-2016). Predict the product of the given reaction. Given the reactants [NH2:1][C:2]1[C:11]2[N:12]=[CH:13][N:14]([CH:15]([CH2:18][CH3:19])[CH2:16][OH:17])[C:10]=2[C:9]2[CH:8]=[CH:7][CH:6]=[CH:5][C:4]=2[N:3]=1.[H-].[Na+].Br[CH2:23][C:24]([O:26][CH3:27])=[O:25], predict the reaction product. The product is: [NH2:1][C:2]1[C:11]2[N:12]=[CH:13][N:14]([CH:15]([CH2:18][CH3:19])[CH2:16][O:17][CH2:23][C:24]([O:26][CH3:27])=[O:25])[C:10]=2[C:9]2[CH:8]=[CH:7][CH:6]=[CH:5][C:4]=2[N:3]=1.